Task: Regression. Given a peptide amino acid sequence and an MHC pseudo amino acid sequence, predict their binding affinity value. This is MHC class I binding data.. Dataset: Peptide-MHC class I binding affinity with 185,985 pairs from IEDB/IMGT The peptide sequence is AAVTLNRIKI. The MHC is HLA-A02:01 with pseudo-sequence HLA-A02:01. The binding affinity (normalized) is 0.284.